From a dataset of Full USPTO retrosynthesis dataset with 1.9M reactions from patents (1976-2016). Predict the reactants needed to synthesize the given product. (1) Given the product [N:27]1[CH:28]=[CH:29][CH:30]=[CH:31][C:2]=1[N:3]1[CH:4]=[C:5]2[CH2:10][N:9]([CH2:11][CH2:12][CH2:13][CH2:14][O:15][C:16]3[CH:25]=[C:24]4[C:19]([CH2:20][CH2:21][C:22](=[O:26])[NH:23]4)=[CH:18][CH:17]=3)[CH2:8][CH2:7][C:6]2=[N:1]1, predict the reactants needed to synthesize it. The reactants are: [N:1]1[C:6]2[CH2:7][CH2:8][N:9]([CH2:11][CH2:12][CH2:13][CH2:14][O:15][C:16]3[CH:25]=[C:24]4[C:19]([CH2:20][CH2:21][C:22](=[O:26])[NH:23]4)=[CH:18][CH:17]=3)[CH2:10][C:5]=2[CH:4]=[N:3][CH:2]=1.[N:27]1C=[CH:31][CH:30]=[CH:29][C:28]=1N1C=C2CNCCC2=N1. (2) The reactants are: [CH3:1][C:2]1[CH:7]=[CH:6][C:5]([CH3:8])=[CH:4][C:3]=1[CH2:9][S:10][C:11]1[C:16]([CH3:17])=[CH:15][CH:14]=[CH:13][N+:12]=1[O-:18].[OH:19]OS([O-])=O.[K+].[OH2:25]. Given the product [CH3:1][C:2]1[CH:7]=[CH:6][C:5]([CH3:8])=[CH:4][C:3]=1[CH2:9][S:10]([C:11]1[C:16]([CH3:17])=[CH:15][CH:14]=[CH:13][N+:12]=1[O-:18])(=[O:19])=[O:25], predict the reactants needed to synthesize it. (3) The reactants are: [C:1]([C:3]1[CH:8]=[CH:7][C:6]([C:9]2[CH:10]=[N:11][N:12]([C:15]3[CH:23]=[CH:22][C:18]([C:19](O)=[O:20])=[CH:17][N:16]=3)[C:13]=2[OH:14])=[C:5]([CH3:24])[CH:4]=1)#[N:2].C1N=CN(C(N2C=NC=C2)=O)C=1.[CH2:37]([N:39]1[CH2:44][CH2:43][NH:42][CH2:41][CH2:40]1)[CH3:38].Cl. Given the product [CH2:37]([N:39]1[CH2:44][CH2:43][N:42]([C:19]([C:18]2[CH:22]=[CH:23][C:15]([N:12]3[C:13]([OH:14])=[C:9]([C:6]4[CH:7]=[CH:8][C:3]([C:1]#[N:2])=[CH:4][C:5]=4[CH3:24])[CH:10]=[N:11]3)=[N:16][CH:17]=2)=[O:20])[CH2:41][CH2:40]1)[CH3:38], predict the reactants needed to synthesize it.